This data is from Forward reaction prediction with 1.9M reactions from USPTO patents (1976-2016). The task is: Predict the product of the given reaction. Given the reactants [C:1]([O:5][C:6]([N:8]1[CH2:11][CH:10]([C:12]2[CH:17]=[C:16]([CH2:18][CH3:19])[C:15]([N+:20]([O-])=O)=[CH:14][N:13]=2)[CH2:9]1)=[O:7])([CH3:4])([CH3:3])[CH3:2].C.[ClH:24].C(O)(C)C, predict the reaction product. The product is: [ClH:24].[C:1]([O:5][C:6]([N:8]1[CH2:11][CH:10]([C:12]2[CH:17]=[C:16]([CH2:18][CH3:19])[C:15]([NH2:20])=[CH:14][N:13]=2)[CH2:9]1)=[O:7])([CH3:4])([CH3:3])[CH3:2].